Dataset: Forward reaction prediction with 1.9M reactions from USPTO patents (1976-2016). Task: Predict the product of the given reaction. (1) Given the reactants C(N(CC)CC)C.Cl[C:9]([O:11][CH:12]([CH3:14])[CH3:13])=[O:10].[CH:15](=[O:23])[C:16]1[C:17](=[CH:19][CH:20]=[CH:21][CH:22]=1)[OH:18].O, predict the reaction product. The product is: [CH:12]([O:11][C:9]([O:18][C:17]1[CH:19]=[CH:20][CH:21]=[CH:22][C:16]=1[CH:15]=[O:23])=[O:10])([CH3:14])[CH3:13]. (2) Given the reactants [C:1]([O:5][C:6](=[O:11])[NH:7][CH2:8][CH2:9][NH2:10])([CH3:4])([CH3:3])[CH3:2].Br[C:13]1[S:14][C:15]([C:22]2[C:23]([CH3:37])=[N:24][N:25]3[C:30]([CH:31]([CH2:34][CH3:35])[CH2:32][CH3:33])=[CH:29][C:28]([CH3:36])=[N:27][C:26]=23)=[C:16]([C:18]([F:21])([F:20])[F:19])[N:17]=1.C(N(CC)CC)C, predict the reaction product. The product is: [C:1]([O:5][C:6](=[O:11])[NH:7][CH2:8][CH2:9][NH:10][C:13]1[S:14][C:15]([C:22]2[C:23]([CH3:37])=[N:24][N:25]3[C:30]([CH:31]([CH2:32][CH3:33])[CH2:34][CH3:35])=[CH:29][C:28]([CH3:36])=[N:27][C:26]=23)=[C:16]([C:18]([F:19])([F:21])[F:20])[N:17]=1)([CH3:4])([CH3:2])[CH3:3]. (3) The product is: [Cl:9][C:10]1[CH:18]=[C:17]([Cl:19])[CH:16]=[C:15]2[C:11]=1[CH:12]=[C:13]([C:20]([NH:8][CH:6]1[CH2:7][N:4]([CH3:3])[CH2:5]1)=[O:21])[NH:14]2. Given the reactants Cl.Cl.[CH3:3][N:4]1[CH2:7][CH:6]([NH2:8])[CH2:5]1.[Cl:9][C:10]1[CH:18]=[C:17]([Cl:19])[CH:16]=[C:15]2[C:11]=1[CH:12]=[C:13]([C:20](O)=[O:21])[NH:14]2.N, predict the reaction product.